This data is from Forward reaction prediction with 1.9M reactions from USPTO patents (1976-2016). The task is: Predict the product of the given reaction. Given the reactants [Cl:1][C:2]1[C:3]([F:42])=[C:4]([C@@H:8]2[C@:12]([C:15]3[CH:20]=[CH:19][C:18]([Cl:21])=[CH:17][C:16]=3[F:22])([C:13]#[N:14])[C@H:11]([CH2:23][C:24]([CH3:27])([CH3:26])[CH3:25])[NH:10][C@H:9]2[C:28]([NH:30][C:31]2[CH:39]=[CH:38][C:34]([C:35]([OH:37])=[O:36])=[CH:33][C:32]=2[O:40][CH3:41])=[O:29])[CH:5]=[CH:6][CH:7]=1.C(=O)([O-])[O-].[Cs+].[Cs+].[C:49](=[O:72])([O:54][C@H:55]1[C@@H:59]2[O:60][C:61]([CH3:64])([CH3:63])[O:62][C@@H:58]2[O:57][C@H:56]1[C@@H:65]1[CH2:69][O:68][C:67]([CH3:71])([CH3:70])[O:66]1)[O:50][CH:51](Cl)[CH3:52], predict the reaction product. The product is: [Cl:1][C:2]1[C:3]([F:42])=[C:4]([C@@H:8]2[C@:12]([C:15]3[CH:20]=[CH:19][C:18]([Cl:21])=[CH:17][C:16]=3[F:22])([C:13]#[N:14])[C@H:11]([CH2:23][C:24]([CH3:26])([CH3:27])[CH3:25])[NH:10][C@H:9]2[C:28]([NH:30][C:31]2[CH:39]=[CH:38][C:34]([C:35]([O:37][CH:51]([O:50][C:49]([O:54][C@@H:55]3[C@H:59]4[O:60][C:61]([CH3:64])([CH3:63])[O:62][C@H:58]4[O:57][C@@H:56]3[C@H:65]3[CH2:69][O:68][C:67]([CH3:70])([CH3:71])[O:66]3)=[O:72])[CH3:52])=[O:36])=[CH:33][C:32]=2[O:40][CH3:41])=[O:29])[CH:5]=[CH:6][CH:7]=1.